Predict which catalyst facilitates the given reaction. From a dataset of Catalyst prediction with 721,799 reactions and 888 catalyst types from USPTO. (1) Reactant: [OH-].[Li+].O.[CH2:4]([O:11][C:12]1[CH:13]=[C:14]([CH:19]=[C:20]([O:22][C@H:23]([CH2:26][O:27][CH3:28])[CH2:24][CH3:25])[CH:21]=1)[C:15]([O:17]C)=[O:16])[C:5]1[CH:10]=[CH:9][CH:8]=[CH:7][CH:6]=1. The catalyst class is: 36. Product: [CH2:4]([O:11][C:12]1[CH:13]=[C:14]([CH:19]=[C:20]([O:22][C@H:23]([CH2:26][O:27][CH3:28])[CH2:24][CH3:25])[CH:21]=1)[C:15]([OH:17])=[O:16])[C:5]1[CH:6]=[CH:7][CH:8]=[CH:9][CH:10]=1. (2) Reactant: [C:1]([O:5][C:6]([N:8]1[CH2:13][CH2:12][CH:11]([O:14][C:15]2[CH:20]=[CH:19][CH:18]=[C:17]([NH2:21])[CH:16]=2)[CH2:10][CH:9]1[CH3:22])=[O:7])([CH3:4])([CH3:3])[CH3:2].C(N(CC)CC)C.[Cl:30][C:31]1[CH:39]=[C:38]([F:40])[CH:37]=[CH:36][C:32]=1[C:33](Cl)=[O:34]. Product: [C:1]([O:5][C:6]([N:8]1[CH2:13][CH2:12][CH:11]([O:14][C:15]2[CH:20]=[CH:19][CH:18]=[C:17]([NH:21][C:33](=[O:34])[C:32]3[CH:36]=[CH:37][C:38]([F:40])=[CH:39][C:31]=3[Cl:30])[CH:16]=2)[CH2:10][CH:9]1[CH3:22])=[O:7])([CH3:4])([CH3:2])[CH3:3]. The catalyst class is: 12. (3) Reactant: [N+:1]([C:4]1[C:5]([NH:10][CH2:11][C:12]([O:14][CH2:15][CH3:16])=[O:13])=[N:6][CH:7]=[CH:8][CH:9]=1)([O-])=O. Product: [NH2:1][C:4]1[C:5]([NH:10][CH2:11][C:12]([O:14][CH2:15][CH3:16])=[O:13])=[N:6][CH:7]=[CH:8][CH:9]=1. The catalyst class is: 350.